Dataset: Catalyst prediction with 721,799 reactions and 888 catalyst types from USPTO. Task: Predict which catalyst facilitates the given reaction. (1) Reactant: [C:1]1([C:7]2[C:16]([C:17]3[CH:22]=[CH:21][CH:20]=[CH:19][CH:18]=3)=[N:15][C:14]3[C:9](=[CH:10][CH:11]=[CH:12][C:13]=3[NH:23][C:24]3[CH:29]=[CH:28][C:27]([N+:30]([O-])=O)=[CH:26][CH:25]=3)[N:8]=2)[CH:6]=[CH:5][CH:4]=[CH:3][CH:2]=1. Product: [C:1]1([C:7]2[C:16]([C:17]3[CH:22]=[CH:21][CH:20]=[CH:19][CH:18]=3)=[N:15][C:14]3[C:9](=[CH:10][CH:11]=[CH:12][C:13]=3[NH:23][C:24]3[CH:25]=[CH:26][C:27]([NH2:30])=[CH:28][CH:29]=3)[N:8]=2)[CH:2]=[CH:3][CH:4]=[CH:5][CH:6]=1. The catalyst class is: 7. (2) Reactant: [Cl:1][C:2]1[CH:7]=[CH:6][C:5]([C:8]2([C:12]([NH:14][CH2:15][CH2:16][C:17]3[CH:22]=[CH:21][C:20]([O:23][CH3:24])=[CH:19][CH:18]=3)=O)[CH2:11][CH2:10][CH2:9]2)=[CH:4][CH:3]=1.P(Cl)(Cl)(Cl)=O. Product: [Cl:1][C:2]1[CH:7]=[CH:6][C:5]([C:8]2([C:12]3[C:22]4[C:17](=[CH:18][CH:19]=[C:20]([O:23][CH3:24])[CH:21]=4)[CH2:16][CH2:15][N:14]=3)[CH2:11][CH2:10][CH2:9]2)=[CH:4][CH:3]=1. The catalyst class is: 11. (3) Reactant: O.CCCCCCC.[C:9]([O:13][C:14]([C@H:16]([CH2:26][CH:27]=[CH2:28])[CH2:17][C:18]1([C:23]([O-:25])=[O:24])[CH2:22][CH2:21][CH2:20][CH2:19]1)=[O:15])([CH3:12])([CH3:11])[CH3:10].O[C@@H](C1C=CC=CC=1)[C@@H]([NH2+]C)C.Cl. Product: [C:9]([O:13][C:14]([C@H:16]([CH2:26][CH:27]=[CH2:28])[CH2:17][C:18]1([C:23]([OH:25])=[O:24])[CH2:22][CH2:21][CH2:20][CH2:19]1)=[O:15])([CH3:12])([CH3:11])[CH3:10]. The catalyst class is: 8. (4) Reactant: [C:1]([C:4]1[C:13]2[C:8](=[CH:9][CH:10]=[CH:11][CH:12]=2)[C:7]([C:14]([OH:16])=O)=[CH:6][CH:5]=1)(=[O:3])[CH3:2].C1N=CN(C(N2C=NC=C2)=O)C=1.[NH2:29][CH2:30][C:31]([NH:33][CH2:34][C:35]([F:38])([F:37])[F:36])=[O:32].Cl. Product: [C:1]([C:4]1[C:13]2[C:8](=[CH:9][CH:10]=[CH:11][CH:12]=2)[C:7]([C:14]([NH:29][CH2:30][C:31](=[O:32])[NH:33][CH2:34][C:35]([F:38])([F:37])[F:36])=[O:16])=[CH:6][CH:5]=1)(=[O:3])[CH3:2]. The catalyst class is: 47. (5) Reactant: [C:1]([C:3]1[CH:8]=[CH:7][C:6]([CH2:9][CH2:10][NH:11]C(OCC2C=CC=CC=2)=O)=[CH:5][C:4]=1[F:22])#[N:2].C(Cl)Cl.[H][H]. Product: [NH2:11][CH2:10][CH2:9][C:6]1[CH:7]=[CH:8][C:3]([C:1]#[N:2])=[C:4]([F:22])[CH:5]=1. The catalyst class is: 123. (6) Reactant: C([O:8][CH2:9][CH2:10][S:11]([NH:14][C:15]1[CH:16]=[N:17][CH:18]=[C:19]([C:21]2[N:22]([CH3:30])[C:23]3[C:28]([CH:29]=2)=[CH:27][CH:26]=[CH:25][CH:24]=3)[CH:20]=1)(=[O:13])=[O:12])C1C=CC=CC=1. Product: [OH:8][CH2:9][CH2:10][S:11]([NH:14][C:15]1[CH:16]=[N:17][CH:18]=[C:19]([C:21]2[N:22]([CH3:30])[C:23]3[C:28]([CH:29]=2)=[CH:27][CH:26]=[CH:25][CH:24]=3)[CH:20]=1)(=[O:13])=[O:12]. The catalyst class is: 43. (7) Reactant: [CH:1]1([NH:4][C:5]([C@@H:7]2[C@H:11]([CH2:12][OH:13])[CH2:10][N:9]([C@H:14]([C:16]3[CH:21]=[CH:20][CH:19]=[CH:18][CH:17]=3)[CH3:15])[CH2:8]2)=[O:6])[CH2:3][CH2:2]1.N1C=CN=C1.[C:27]([Si:31](Cl)([CH3:33])[CH3:32])([CH3:30])([CH3:29])[CH3:28]. Product: [CH:1]1([NH:4][C:5]([C@@H:7]2[C@H:11]([CH2:12][O:13][Si:31]([C:27]([CH3:30])([CH3:29])[CH3:28])([CH3:33])[CH3:32])[CH2:10][N:9]([C@H:14]([C:16]3[CH:21]=[CH:20][CH:19]=[CH:18][CH:17]=3)[CH3:15])[CH2:8]2)=[O:6])[CH2:2][CH2:3]1. The catalyst class is: 9. (8) The catalyst class is: 2. Reactant: [N:1]1([C:7]2[CH:12]=[CH:11][N:10]=[C:9]3[NH:13][CH:14]=[C:15]([NH:16][C:17](=[O:21])[CH2:18][CH2:19][CH3:20])[C:8]=23)[CH2:6][CH2:5][NH:4][CH2:3][CH2:2]1.[C:22]([O:26][C:27]([N:29]([CH:42]([CH3:44])[CH3:43])[CH2:30][C@H:31]([C:35]1[CH:40]=[CH:39][C:38]([Cl:41])=[CH:37][CH:36]=1)[C:32](O)=[O:33])=[O:28])([CH3:25])([CH3:24])[CH3:23].C1C=CC2N(O)N=NC=2C=1.O.CCN=C=NCCCN(C)C.CCN(C(C)C)C(C)C.C([O-])([O-])=O.[Na+].[Na+]. Product: [C:17]([NH:16][C:15]1[C:8]2[C:9](=[N:10][CH:11]=[CH:12][C:7]=2[N:1]2[CH2:6][CH2:5][N:4]([C:32](=[O:33])[C@@H:31]([C:35]3[CH:36]=[CH:37][C:38]([Cl:41])=[CH:39][CH:40]=3)[CH2:30][N:29]([CH:42]([CH3:44])[CH3:43])[C:27](=[O:28])[O:26][C:22]([CH3:25])([CH3:23])[CH3:24])[CH2:3][CH2:2]2)[NH:13][CH:14]=1)(=[O:21])[CH2:18][CH2:19][CH3:20]. (9) Product: [F:1][C:2]1[C:3]([N:12]2[CH2:13][CH2:14][CH:15]([N:18]3[CH2:22][CH2:21][N:20]([CH2:23][C:24]4[CH:32]=[CH:31][C:27]([C:28]([N:58]5[CH2:62][CH2:61][C@H:60]([NH:63][C:64](=[O:70])[O:65][C:66]([CH3:67])([CH3:69])[CH3:68])[CH2:59]5)=[O:29])=[CH:26][CH:25]=4)[C:19]3=[O:33])[CH2:16][CH2:17]2)=[N:4][CH:5]=[C:6]([C:8]([F:10])([F:9])[F:11])[CH:7]=1. The catalyst class is: 3. Reactant: [F:1][C:2]1[C:3]([N:12]2[CH2:17][CH2:16][CH:15]([N:18]3[CH2:22][CH2:21][N:20]([CH2:23][C:24]4[CH:32]=[CH:31][C:27]([C:28](O)=[O:29])=[CH:26][CH:25]=4)[C:19]3=[O:33])[CH2:14][CH2:13]2)=[N:4][CH:5]=[C:6]([C:8]([F:11])([F:10])[F:9])[CH:7]=1.CN(C(ON1N=NC2C=CC=NC1=2)=[N+](C)C)C.F[P-](F)(F)(F)(F)F.[NH:58]1[CH2:62][CH2:61][C@H:60]([NH:63][C:64](=[O:70])[O:65][C:66]([CH3:69])([CH3:68])[CH3:67])[CH2:59]1.O.